This data is from Full USPTO retrosynthesis dataset with 1.9M reactions from patents (1976-2016). The task is: Predict the reactants needed to synthesize the given product. (1) Given the product [F:1][C:2]([F:17])([F:16])[C:3]1[CH:4]=[C:5]([C:6]([N:28]2[CH2:29][CH2:30][CH2:31][C:26]([OH:32])([C:22]3[CH:23]=[CH:24][CH:25]=[C:20]([O:19][CH3:18])[CH:21]=3)[CH2:27]2)=[O:7])[CH:9]=[C:10]([C:12]([F:15])([F:14])[F:13])[CH:11]=1, predict the reactants needed to synthesize it. The reactants are: [F:1][C:2]([F:17])([F:16])[C:3]1[CH:4]=[C:5]([CH:9]=[C:10]([C:12]([F:15])([F:14])[F:13])[CH:11]=1)[C:6](Cl)=[O:7].[CH3:18][O:19][C:20]1[CH:21]=[C:22]([C:26]2([OH:32])[CH2:31][CH2:30][CH2:29][NH:28][CH2:27]2)[CH:23]=[CH:24][CH:25]=1. (2) Given the product [F:1][C:2]1[CH:3]=[C:4]([N:8]2[C:12]3([CH2:17][CH2:16][N:15]([CH2:18][C:19]4[CH:24]=[CH:23][CH:22]=[C:21]([O:25][CH:26]([CH3:28])[CH3:27])[CH:20]=4)[CH2:14][CH2:13]3)[C:11]([NH:35][CH2:31][CH:32]([CH3:34])[CH3:33])=[N:10][C:9]2=[O:30])[CH:5]=[CH:6][CH:7]=1, predict the reactants needed to synthesize it. The reactants are: [F:1][C:2]1[CH:3]=[C:4]([N:8]2[C:12]3([CH2:17][CH2:16][N:15]([CH2:18][C:19]4[CH:24]=[CH:23][CH:22]=[C:21]([O:25][CH:26]([CH3:28])[CH3:27])[CH:20]=4)[CH2:14][CH2:13]3)[C:11](=S)[NH:10][C:9]2=[O:30])[CH:5]=[CH:6][CH:7]=1.[CH2:31]([NH2:35])[CH:32]([CH3:34])[CH3:33]. (3) Given the product [F:19][C:15]1[CH:14]=[C:13]([CH:18]=[CH:17][CH:16]=1)[C:12]([NH:11][C:8]1[CH:9]=[CH:10][C:5]([O:4][CH2:3][CH2:2][NH:27][C:28]2[S:29][CH:30]=[C:31]([CH3:33])[N:32]=2)=[C:6]([C:21]2[N:25]([CH3:26])[N:24]=[CH:23][CH:22]=2)[CH:7]=1)=[O:20], predict the reactants needed to synthesize it. The reactants are: Br[CH2:2][CH2:3][O:4][C:5]1[CH:10]=[CH:9][C:8]([NH:11][C:12](=[O:20])[C:13]2[CH:18]=[CH:17][CH:16]=[C:15]([F:19])[CH:14]=2)=[CH:7][C:6]=1[C:21]1[N:25]([CH3:26])[N:24]=[CH:23][CH:22]=1.[NH2:27][C:28]1[S:29][CH:30]=[C:31]([CH3:33])[N:32]=1.[H-].[Na+]. (4) The reactants are: C(N(C(C)C)C(C)C)C.[F:10][C:11]1[CH:16]=[CH:15][CH:14]=[CH:13][C:12]=1[N:17]1[C:25]2[C:20](=[C:21]([N:26]3[CH2:33][CH:32]4[CH:28]([CH2:29][NH:30][CH2:31]4)[C:27]3=[O:34])[CH:22]=[CH:23][CH:24]=2)[CH:19]=[N:18]1.[C:35](Cl)(=[O:39])[CH:36]([CH3:38])[CH3:37]. Given the product [F:10][C:11]1[CH:16]=[CH:15][CH:14]=[CH:13][C:12]=1[N:17]1[C:25]2[C:20](=[C:21]([N:26]3[CH2:33][C@@H:32]4[C@H:28]([CH2:29][N:30]([C:35](=[O:39])[CH:36]([CH3:38])[CH3:37])[CH2:31]4)[C:27]3=[O:34])[CH:22]=[CH:23][CH:24]=2)[CH:19]=[N:18]1, predict the reactants needed to synthesize it. (5) Given the product [F:32][C:31]([F:34])([F:33])[C:29]([OH:35])=[O:30].[C:22]1([NH:21][C:20]([C:15]2[CH:16]=[CH:17][CH:18]=[CH:19][C:14]=2[N:11]2[CH2:12][CH2:13][NH:8][CH2:9][CH2:10]2)=[O:28])[CH:23]=[CH:24][CH:25]=[CH:26][CH:27]=1, predict the reactants needed to synthesize it. The reactants are: C(OC([N:8]1[CH2:13][CH2:12][N:11]([C:14]2[CH:19]=[CH:18][CH:17]=[CH:16][C:15]=2[C:20](=[O:28])[NH:21][C:22]2[CH:27]=[CH:26][CH:25]=[CH:24][CH:23]=2)[CH2:10][CH2:9]1)=O)(C)(C)C.[C:29]([OH:35])([C:31]([F:34])([F:33])[F:32])=[O:30]. (6) The reactants are: [O:1]([C:8]1[C:17]2[C:12](=[CH:13][CH:14]=[CH:15][CH:16]=2)[N:11]=[CH:10][CH:9]=1)[C:2]1[CH:7]=[CH:6][CH:5]=[CH:4][CH:3]=1.[NH2:18][C:19]1[CH:27]=[CH:26][C:22]([C:23]([OH:25])=[O:24])=[CH:21][CH:20]=1.[C:28](O)(=[O:33])[CH2:29][C:30](O)=[O:31].P(Cl)(Cl)(Cl)=O. Given the product [O:1]([C:8]1[C:17]2[C:12](=[CH:13][CH:14]=[CH:15][CH:16]=2)[N:11]=[CH:10][CH:9]=1)[C:2]1[CH:3]=[CH:4][CH:5]=[CH:6][CH:7]=1.[OH:33][C:28]1[C:27]2[C:19](=[CH:20][CH:21]=[C:22]([C:23]([OH:25])=[O:24])[CH:26]=2)[NH:18][C:30](=[O:31])[CH:29]=1, predict the reactants needed to synthesize it.